From a dataset of Forward reaction prediction with 1.9M reactions from USPTO patents (1976-2016). Predict the product of the given reaction. (1) Given the reactants CN(C)CCN(C)C.C([Li])CCC.[O:14]1[CH2:19][CH2:18][CH2:17][CH2:16][CH:15]1[O:20][C:21]1[CH:26]=[CH:25][C:24]([C:27]([F:30])([F:29])[F:28])=[CH:23][CH:22]=1.Cl[Si:32]([CH3:35])([CH3:34])[CH3:33], predict the reaction product. The product is: [CH3:33][Si:32]([CH3:35])([CH3:34])[C:22]1[CH:23]=[C:24]([C:27]([F:28])([F:29])[F:30])[CH:25]=[CH:26][C:21]=1[O:20][CH:15]1[CH2:16][CH2:17][CH2:18][CH2:19][O:14]1. (2) Given the reactants [CH2:1]([O:8][C:9]([N:11]1[CH2:15][C@H:14]([O:16][CH2:17][C:18]2[CH:23]=[CH:22][C:21]([O:24][CH3:25])=[CH:20][CH:19]=2)[CH2:13][C@H:12]1[C:26](O)=[O:27])=[O:10])[C:2]1[CH:7]=[CH:6][CH:5]=[CH:4][CH:3]=1.B.O1CCCC1.CO.O, predict the reaction product. The product is: [CH2:1]([O:8][C:9]([N:11]1[CH2:15][C@H:14]([O:16][CH2:17][C:18]2[CH:23]=[CH:22][C:21]([O:24][CH3:25])=[CH:20][CH:19]=2)[CH2:13][C@H:12]1[CH2:26][OH:27])=[O:10])[C:2]1[CH:7]=[CH:6][CH:5]=[CH:4][CH:3]=1. (3) Given the reactants [F:1][C:2]([F:12])([F:11])[C:3]1[CH:4]=[C:5]([CH2:9][NH2:10])[CH:6]=[CH:7][CH:8]=1.Cl[CH2:14][Si:15]([CH3:18])([CH3:17])[CH3:16].C(N(CC)CC)C, predict the reaction product. The product is: [F:1][C:2]([F:11])([F:12])[C:3]1[CH:4]=[C:5]([CH:6]=[CH:7][CH:8]=1)[CH2:9][NH:10][CH2:14][Si:15]([CH3:18])([CH3:17])[CH3:16]. (4) Given the reactants [CH3:1][O:2][C:3]1[C:4]([O:15][CH2:16][CH2:17][Cl:18])=[CH:5][C:6]([N+:12]([O-])=O)=[C:7]([CH:11]=1)[C:8]([OH:10])=[O:9].[H][H], predict the reaction product. The product is: [CH3:1][O:2][C:3]1[CH:11]=[C:7]([C:8]([OH:10])=[O:9])[C:6]([NH2:12])=[CH:5][C:4]=1[O:15][CH2:16][CH2:17][Cl:18]. (5) The product is: [CH:20]([C:17]1[N:16]=[C:15]([N:12]2[CH2:11][CH2:10][CH:9]([CH2:8][CH2:7][CH2:6][O:5][C:32]3[CH:33]=[C:34]4[C:29](=[CH:30][CH:31]=3)[CH2:28][N:27]([S:24]([CH3:23])(=[O:25])=[O:26])[CH2:36][CH2:35]4)[CH2:14][CH2:13]2)[O:19][N:18]=1)([CH3:21])[CH3:22]. Given the reactants CS([O:5][CH2:6][CH2:7][CH2:8][CH:9]1[CH2:14][CH2:13][N:12]([C:15]2[O:19][N:18]=[C:17]([CH:20]([CH3:22])[CH3:21])[N:16]=2)[CH2:11][CH2:10]1)(=O)=O.[CH3:23][S:24]([N:27]1[CH2:36][CH2:35][C:34]2[C:29](=[CH:30][CH:31]=[C:32](O)[CH:33]=2)[CH2:28]1)(=[O:26])=[O:25].C([O-])([O-])=O.[Cs+].[Cs+], predict the reaction product. (6) Given the reactants [CH3:1][C:2]1[CH:11]=[CH:10][C:9]2[C:4](=[CH:5][CH:6]=[CH:7][CH:8]=2)[N:3]=1.N(C(C)(C)C#N)=NC(C)(C)C#N.C(Cl)(Cl)(Cl)[Cl:25], predict the reaction product. The product is: [Cl:25][CH2:1][C:2]1[CH:11]=[CH:10][C:9]2[C:4](=[CH:5][CH:6]=[CH:7][CH:8]=2)[N:3]=1.